Dataset: Full USPTO retrosynthesis dataset with 1.9M reactions from patents (1976-2016). Task: Predict the reactants needed to synthesize the given product. (1) The reactants are: CC1(C)[O:7][C:6]2[CH:8]=[CH:9][C:10]([C@@H:12]([OH:51])[CH2:13][NH:14][CH2:15][CH2:16][CH2:17][CH2:18][CH2:19][CH2:20][O:21][CH2:22][CH2:23][O:24][CH2:25][C:26]3[CH:27]=[C:28]([NH:32][C:33]([NH:35][C:36]4[CH:37]=[C:38]([NH:42][C:43]([C:45]5[CH:46]=[N:47][CH:48]=[CH:49][CH:50]=5)=[O:44])[CH:39]=[CH:40][CH:41]=4)=[O:34])[CH:29]=[CH:30][CH:31]=3)=[CH:11][C:5]=2[CH2:4][O:3]1. Given the product [OH:51][C@H:12]([C:10]1[CH:9]=[CH:8][C:6]([OH:7])=[C:5]([CH2:4][OH:3])[CH:11]=1)[CH2:13][NH:14][CH2:15][CH2:16][CH2:17][CH2:18][CH2:19][CH2:20][O:21][CH2:22][CH2:23][O:24][CH2:25][C:26]1[CH:27]=[C:28]([NH:32][C:33]([NH:35][C:36]2[CH:37]=[C:38]([NH:42][C:43]([C:45]3[CH:46]=[N:47][CH:48]=[CH:49][CH:50]=3)=[O:44])[CH:39]=[CH:40][CH:41]=2)=[O:34])[CH:29]=[CH:30][CH:31]=1, predict the reactants needed to synthesize it. (2) Given the product [CH2:5]([O:18][C:3]1[CH:2]=[CH:10][CH:9]=[C:8]2[C:4]=1[CH:5]=[CH:6][N:7]2[C:11]1[CH:16]=[CH:15][N:14]=[C:13]([NH2:17])[N:12]=1)[C:4]1[CH:8]=[CH:9][CH:10]=[CH:2][CH:3]=1, predict the reactants needed to synthesize it. The reactants are: Br[C:2]1[CH:3]=[C:4]2[C:8](=[CH:9][CH:10]=1)[N:7]([C:11]1[CH:16]=[CH:15][N:14]=[C:13]([NH2:17])[N:12]=1)[CH:6]=[CH:5]2.[OH2:18]. (3) Given the product [CH3:30][C:28]1[N:29]=[C:25]([NH:24][C:21]([C:19]2[CH:18]=[CH:17][C:16]3[N:12]([CH2:11][CH2:10][CH2:9][NH2:8])[CH:13]=[N:14][C:15]=3[CH:20]=2)=[O:23])[S:26][CH:27]=1, predict the reactants needed to synthesize it. The reactants are: C(OC([NH:8][CH2:9][CH2:10][CH2:11][N:12]1[C:16]2[CH:17]=[CH:18][C:19]([C:21]([OH:23])=O)=[CH:20][C:15]=2[N:14]=[CH:13]1)=O)(C)(C)C.[NH2:24][C:25]1[S:26][CH:27]=[C:28]([CH3:30])[N:29]=1. (4) Given the product [N:29]1[CH:14]=[CH:9][CH:10]=[CH:11][C:12]=1[C:15]1[CH:16]=[C:17]([C:22]([O:24][CH2:25][CH3:26])=[O:23])[C:18](=[O:21])[NH:19][N:20]=1, predict the reactants needed to synthesize it. The reactants are: C(O[C:9]1[CH:14]=C[C:12]([C:15]2[CH:16]=[C:17]([C:22]([O:24][CH2:25][CH3:26])=[O:23])[C:18](=[O:21])[NH:19][N:20]=2)=[CH:11][CH:10]=1)C1C=CC=CC=1.Cl.Cl.[NH2:29]N. (5) The reactants are: COC1C=C(C2OC3C=CC=CC=3N=2)C=CC=1CN1C=CN=N1.Br[CH2:25][C:26]1[CH:31]=[CH:30][C:29]([C:32]2[O:33][C:34]3[CH:40]=[CH:39][CH:38]=[CH:37][C:35]=3[N:36]=2)=[CH:28][C:27]=1[O:41][CH3:42].[Br:43][C:44]1[N:45]=[CH:46][NH:47][CH:48]=1. Given the product [Br:43][C:44]1[N:45]=[CH:46][N:47]([CH2:25][C:26]2[CH:31]=[CH:30][C:29]([C:32]3[O:33][C:34]4[CH:40]=[CH:39][CH:38]=[CH:37][C:35]=4[N:36]=3)=[CH:28][C:27]=2[O:41][CH3:42])[CH:48]=1, predict the reactants needed to synthesize it. (6) The reactants are: C([O:8][C:9]1[C:14](=[O:15])[N:13]=[C:12]([CH2:16][C:17]2[CH:22]=[CH:21][CH:20]=[CH:19][C:18]=2[C:23]2[CH:28]=[CH:27][N:26]=[CH:25][CH:24]=2)[N:11]2[CH2:29][CH2:30][N:31]([CH:34]([CH3:36])[CH3:35])[C:32](=[O:33])[C:10]=12)C1C=CC=CC=1.ClC1C(Cl)=CC=CC=1CC1N2CCN(C(C)C)C(=O)C2=C(O)C(=O)N=1. Given the product [OH:8][C:9]1[C:14](=[O:15])[N:13]=[C:12]([CH2:16][C:17]2[CH:22]=[CH:21][CH:20]=[CH:19][C:18]=2[C:23]2[CH:24]=[CH:25][N:26]=[CH:27][CH:28]=2)[N:11]2[CH2:29][CH2:30][N:31]([CH:34]([CH3:36])[CH3:35])[C:32](=[O:33])[C:10]=12, predict the reactants needed to synthesize it.